From a dataset of Forward reaction prediction with 1.9M reactions from USPTO patents (1976-2016). Predict the product of the given reaction. (1) Given the reactants [N:1]1([C:11]([O:13][C:14]([CH3:17])([CH3:16])[CH3:15])=[O:12])[C:10]2[C:5](=[CH:6][CH:7]=[CH:8][CH:9]=2)[NH:4][CH2:3][CH2:2]1.[H-].[Na+].[CH3:20]I, predict the reaction product. The product is: [CH3:20][N:4]1[C:5]2[C:10](=[CH:9][CH:8]=[CH:7][CH:6]=2)[N:1]([C:11]([O:13][C:14]([CH3:17])([CH3:16])[CH3:15])=[O:12])[CH2:2][CH2:3]1. (2) Given the reactants [NH:1](Cl)[C@H:2]([C:8]([OH:10])=[O:9])[CH2:3][CH2:4][C:5](=[O:7])[OH:6].P([O-])([O-])([O-])=O.[Na+].[Na+].[Na+].C(O)[C@H]([C@H]([C@@H]([C@@H](CO)O)O)O)O.C(O)[C@H]1O[C@H](O[C@]2(CO)O[C@H](CO)[C@@H](O)[C@@H]2O)[C@H](O)[C@@H](O)[C@@H]1O, predict the reaction product. The product is: [NH2:1][C@H:2]([C:8]([OH:10])=[O:9])[CH2:3][CH2:4][C:5](=[O:6])[OH:7]. (3) Given the reactants [OH:1][CH2:2][C:3]([NH:6][C:7]([C:9]1[C:10]2[CH2:11][C@@H:12]3[CH2:24][C@@H:13]3[C:14]=2[N:15]([C:17]2[CH:22]=[CH:21][C:20](Br)=[CH:19][N:18]=2)[N:16]=1)=[O:8])([CH3:5])[CH3:4].COCCOC.C(=O)([O-])[O-].[Cs+].[Cs+].[C:37]1(B(O)O)[CH:42]=[CH:41][CH:40]=[CH:39][CH:38]=1.O, predict the reaction product. The product is: [OH:1][CH2:2][C:3]([NH:6][C:7]([C:9]1[C:10]2[CH2:11][C@@H:12]3[CH2:24][C@@H:13]3[C:14]=2[N:15]([C:17]2[CH:22]=[CH:21][C:20]([C:37]3[CH:42]=[CH:41][CH:40]=[CH:39][CH:38]=3)=[CH:19][N:18]=2)[N:16]=1)=[O:8])([CH3:5])[CH3:4]. (4) Given the reactants Br[C:2]1[N:6]([CH3:7])[N:5]=[CH:4][C:3]=1[N+:8]([O-:10])=[O:9].[O:11]=[C:12]1[CH2:18][CH2:17][N:16]([C:19]([O:21][C:22]([CH3:25])([CH3:24])[CH3:23])=[O:20])[CH2:15][CH2:14][NH:13]1, predict the reaction product. The product is: [CH3:7][N:6]1[C:2]([N:13]2[C:12](=[O:11])[CH2:18][CH2:17][N:16]([C:19]([O:21][C:22]([CH3:25])([CH3:24])[CH3:23])=[O:20])[CH2:15][CH2:14]2)=[C:3]([N+:8]([O-:10])=[O:9])[CH:4]=[N:5]1. (5) Given the reactants [CH:1]12[CH2:50][CH:4]([N:5]([CH2:7][CH2:8][NH:9][C@:10]34[CH2:46][CH2:45][C@@H:44]([C:47]([CH3:49])=[CH2:48])[C@@H:11]3[C@@H:12]3[C@@:25]([CH3:28])([CH2:26][CH2:27]4)[C@@:24]4([CH3:29])[C@@H:15]([C@:16]5([CH3:43])[C@@H:21]([CH2:22][CH2:23]4)[C:20]([CH3:31])([CH3:30])[C:19]([C:32]4[CH2:37][CH2:36][CH:35]([C:38]([O:40][CH2:41][CH3:42])=[O:39])[CH2:34][CH:33]=4)=[CH:18][CH2:17]5)[CH2:14][CH2:13]3)[CH2:6]1)[CH2:3][O:2]2.C1([SiH3])C=CC=CC=1.C1C[O:61]CC1, predict the reaction product. The product is: [CH:1]12[CH2:50][CH:4]([N:5]([CH2:7][CH2:8][NH:9][C@:10]34[CH2:46][CH2:45][C@@H:44]([C:47]([OH:61])([CH3:49])[CH3:48])[C@@H:11]3[C@@H:12]3[C@@:25]([CH3:28])([CH2:26][CH2:27]4)[C@@:24]4([CH3:29])[C@@H:15]([C@:16]5([CH3:43])[C@@H:21]([CH2:22][CH2:23]4)[C:20]([CH3:31])([CH3:30])[C:19]([C:32]4[CH2:37][CH2:36][CH:35]([C:38]([O:40][CH2:41][CH3:42])=[O:39])[CH2:34][CH:33]=4)=[CH:18][CH2:17]5)[CH2:14][CH2:13]3)[CH2:6]1)[CH2:3][O:2]2. (6) Given the reactants C(OC([N:6]1[CH2:11][CH2:10][N:9]([CH2:12][CH2:13][CH2:14][OH:15])[CH2:8][CH2:7]1)=O)C.[OH-].[Na+], predict the reaction product. The product is: [OH:15][CH2:14][CH2:13][CH2:12][N:9]1[CH2:10][CH2:11][NH:6][CH2:7][CH2:8]1.